Dataset: Catalyst prediction with 721,799 reactions and 888 catalyst types from USPTO. Task: Predict which catalyst facilitates the given reaction. (1) Reactant: [CH3:1][C:2]1[N:3]=[C:4]([NH2:17])[S:5][C:6]=1[C:7]1[CH:12]=[CH:11][N:10]=[C:9]([C:13]2([CH3:16])[CH2:15][CH2:14]2)[CH:8]=1.[C:18](N1C=CN=C1)([N:20]1[CH:24]=[CH:23][N:22]=[CH:21]1)=[O:19]. Product: [CH3:1][C:2]1[N:3]=[C:4]([NH:17][C:18]([N:20]2[CH:24]=[CH:23][N:22]=[CH:21]2)=[O:19])[S:5][C:6]=1[C:7]1[CH:12]=[CH:11][N:10]=[C:9]([C:13]2([CH3:16])[CH2:15][CH2:14]2)[CH:8]=1. The catalyst class is: 2. (2) Reactant: C(O[C:6]([N:8]1[CH2:12][CH2:11][CH2:10][C@@H:9]1[C:13](=[O:24])[NH:14][C:15]1[CH:16]([O:21][CH2:22][CH3:23])[O:17][C:18](=[O:20])[CH:19]=1)=[O:7])(C)(C)C.N1C(C)=CC=CC=1C.C[Si](OS(C(F)(F)F)(=O)=O)(C)C.C(=O)(O)[O-].[Na+].[CH2:50]([O:57][C:58]([NH:60][CH:61]([C:65]([CH3:68])([CH3:67])[CH3:66])C(O)=O)=[O:59])[C:51]1[CH:56]=[CH:55][CH:54]=[CH:53][CH:52]=1.C(Cl)CCl.C1C=CC2N(O)N=NC=2C=1. The catalyst class is: 96. Product: [CH2:50]([O:57][C:58](=[O:59])[NH:60][CH:61]([C:6]([N:8]1[CH2:12][CH2:11][CH2:10][CH:9]1[C:13](=[O:24])[NH:14][CH:15]1[CH2:19][C:18](=[O:20])[O:17][CH:16]1[O:21][CH2:22][CH3:23])=[O:7])[C:65]([CH3:67])([CH3:66])[CH3:68])[C:51]1[CH:56]=[CH:55][CH:54]=[CH:53][CH:52]=1. (3) Reactant: C[Si]([C:5]#[C:6][C:7]1[CH:16]=[CH:15][C:10]([O:11][CH2:12][CH2:13][OH:14])=[CH:9][CH:8]=1)(C)C. Product: [C:6]([C:7]1[CH:16]=[CH:15][C:10]([O:11][CH2:12][CH2:13][OH:14])=[CH:9][CH:8]=1)#[CH:5]. The catalyst class is: 25. (4) Reactant: CS([C:5]1[N:10]=[C:9]([C:11]2[N:15]3[CH:16]=[CH:17][CH:18]=[CH:19][C:14]3=[N:13][C:12]=2[C:20]2[CH:25]=[CH:24][CH:23]=[C:22]([CH3:26])[N:21]=2)[CH:8]=[CH:7][N:6]=1)(=O)=O.[NH:27]1[CH2:31][CH2:30][CH2:29][CH2:28]1. Product: [CH3:26][C:22]1[N:21]=[C:20]([C:12]2[N:13]=[C:14]3[CH:19]=[CH:18][CH:17]=[CH:16][N:15]3[C:11]=2[C:9]2[CH:8]=[CH:7][N:6]=[C:5]([N:27]3[CH2:31][CH2:30][CH2:29][CH2:28]3)[N:10]=2)[CH:25]=[CH:24][CH:23]=1. The catalyst class is: 10. (5) Reactant: [SH:1][CH2:2][CH2:3][CH2:4][Si:5]([CH3:10])([CH3:9])[O:6][CH2:7][CH3:8].C(N(CC)CC)C.[C:18](Cl)(=[O:26])[CH2:19][CH2:20][CH2:21][CH2:22][CH2:23][CH2:24][CH3:25]. Product: [C:18]([S:1][CH2:2][CH2:3][CH2:4][Si:5]([O:6][CH2:7][CH3:8])([CH3:10])[CH3:9])(=[O:26])[CH2:19][CH2:20][CH2:21][CH2:22][CH2:23][CH2:24][CH3:25]. The catalyst class is: 244.